From a dataset of Full USPTO retrosynthesis dataset with 1.9M reactions from patents (1976-2016). Predict the reactants needed to synthesize the given product. (1) Given the product [OH:15][CH2:14][C@H:13]([NH:12][C:10](=[O:11])[O:9][C:5]([CH3:6])([CH3:8])[CH3:7])[C:18]1[CH:19]=[CH:20][C:21]([O:24][CH2:25][CH:26]([CH3:30])[CH2:27][CH2:28][CH3:29])=[CH:22][CH:23]=1, predict the reactants needed to synthesize it. The reactants are: [BH4-].[Na+].[Cl-].[Li+].[C:5]([O:9][C:10]([NH:12][C@H:13]([C:18]1[CH:23]=[CH:22][C:21]([O:24][CH2:25][CH:26]([CH3:30])[CH2:27][CH2:28][CH3:29])=[CH:20][CH:19]=1)[C:14](OC)=[O:15])=[O:11])([CH3:8])([CH3:7])[CH3:6]. (2) Given the product [C:1]([Si:5]([CH3:18])([CH3:17])[N:6]1[C:10]2=[N:11][CH:12]=[C:13]([C:15]([OH:19])=[O:16])[CH:14]=[C:9]2[CH:8]=[CH:7]1)([CH3:4])([CH3:3])[CH3:2], predict the reactants needed to synthesize it. The reactants are: [C:1]([Si:5]([CH3:18])([CH3:17])[N:6]1[C:10]2=[N:11][CH:12]=[C:13]([CH:15]=[O:16])[CH:14]=[C:9]2[CH:8]=[CH:7]1)([CH3:4])([CH3:3])[CH3:2].[O-:19]Cl=O.[Na+].